This data is from Full USPTO retrosynthesis dataset with 1.9M reactions from patents (1976-2016). The task is: Predict the reactants needed to synthesize the given product. (1) Given the product [CH2:23]([O:29][C:27](=[O:28])[CH2:26][CH:30]([OH:10])[CH3:31])[CH3:18], predict the reactants needed to synthesize it. The reactants are: C([Sn](=[O:10])CCCC)CCC.C1(C[C:18]2[CH:23]=CC=CC=2)C=CC=CC=1.C([C:26](O)([CH2:30][CH3:31])[C:27]([O-:29])=[O:28])C. (2) Given the product [Br:22][CH2:11][C:6]1[CH:7]=[CH:8][CH:9]=[C:10]2[C:5]=1[N:4]([CH2:12][O:13][CH2:14][CH2:15][Si:16]([CH3:18])([CH3:17])[CH3:19])[C:3](=[O:20])[C:2]2([CH3:21])[CH3:1], predict the reactants needed to synthesize it. The reactants are: [CH3:1][C:2]1([CH3:21])[C:10]2[C:5](=[C:6]([CH3:11])[CH:7]=[CH:8][CH:9]=2)[N:4]([CH2:12][O:13][CH2:14][CH2:15][Si:16]([CH3:19])([CH3:18])[CH3:17])[C:3]1=[O:20].[Br:22]N1C(=O)CCC1=O.C(OOC(=O)C1C=CC=CC=1)(=O)C1C=CC=CC=1.N(C(C)(C)C#N)=NC(C)(C)C#N. (3) Given the product [C:66]([O:65][CH2:64][C@@H:15]([O:14][C:1](=[O:13])[CH2:2][CH2:3][CH2:4][CH2:5][CH2:6][CH2:7][CH2:8][CH2:9][CH2:10][CH2:11][CH3:12])[CH2:16][S:17][CH2:18][C@H:19]([NH2:46])[C:20]([NH:21][CH2:22][CH2:23][CH2:24][CH2:25][CH2:26][NH2:27])=[O:45])(=[O:78])[CH2:67][CH2:68][CH2:69][CH2:70][CH2:71][CH2:72][CH2:73][CH2:74][CH2:75][CH2:76][CH3:77], predict the reactants needed to synthesize it. The reactants are: [C:1]([O:14][C@H:15]([CH2:64][O:65][C:66](=[O:78])[CH2:67][CH2:68][CH2:69][CH2:70][CH2:71][CH2:72][CH2:73][CH2:74][CH2:75][CH2:76][CH3:77])[CH2:16][S:17][CH2:18][C@H:19]([NH:46]C(OCC1C2C=CC=CC=2C2C1=CC=CC=2)=O)[C:20](=[O:45])[NH:21][CH2:22][CH2:23][CH2:24][CH2:25][CH2:26][NH:27]C(=O)OCC1C2C=CC=CC=2C2C1=CC=CC=2)(=[O:13])[CH2:2][CH2:3][CH2:4][CH2:5][CH2:6][CH2:7][CH2:8][CH2:9][CH2:10][CH2:11][CH3:12].N1CCCCC1. (4) Given the product [Br:1][C:2]1[N:7]=[C:6]([C:8]#[C:9][CH2:10][CH:11]2[CH2:15][O:14][C@@H:13]3[C@H:16]([O:19][Si:20]([C:23]([CH3:24])([CH3:25])[CH3:26])([CH3:22])[CH3:21])[CH2:17][O:18][C@H:12]23)[C:5]([NH:27][C:36](=[O:37])[O:38][C:39]([CH3:42])([CH3:41])[CH3:40])=[CH:4][C:3]=1[Cl:28], predict the reactants needed to synthesize it. The reactants are: [Br:1][C:2]1[N:7]=[C:6]([C:8]#[C:9][CH2:10][CH:11]2[CH2:15][O:14][C@@H:13]3[C@H:16]([O:19][Si:20]([C:23]([CH3:26])([CH3:25])[CH3:24])([CH3:22])[CH3:21])[CH2:17][O:18][C@H:12]23)[C:5]([NH2:27])=[CH:4][C:3]=1[Cl:28].CCN(CC)CC.[C:36](O[C:36]([O:38][C:39]([CH3:42])([CH3:41])[CH3:40])=[O:37])([O:38][C:39]([CH3:42])([CH3:41])[CH3:40])=[O:37]. (5) The reactants are: [CH:1]([C:3]1[NH:4][C:5]2[CH2:6][CH2:7][CH2:8][CH2:9][C:10]=2[C:11]=1[CH2:12][CH2:13][C:14]([OH:16])=[O:15])=O.[NH:17]1[C:25]2[C:20](=[CH:21][CH:22]=[CH:23][CH:24]=2)[CH2:19][C:18]1=[O:26].N1CCCCC1.N1CCCC1.Cl. Given the product [O:26]=[C:18]1[C:19](=[CH:1][C:3]2[NH:4][C:5]3[CH2:6][CH2:7][CH2:8][CH2:9][C:10]=3[C:11]=2[CH2:12][CH2:13][C:14]([OH:16])=[O:15])[C:20]2[C:25](=[CH:24][CH:23]=[CH:22][CH:21]=2)[NH:17]1, predict the reactants needed to synthesize it. (6) Given the product [CH:25]1([C:2]2[CH:3]=[C:4]([C:20]([F:23])([F:22])[F:21])[C:5]3[CH:6]=[CH:7][C:8]4[N:9]([CH:12]=[C:13]([C:15]5[O:16][CH:17]=[N:18][N:19]=5)[N:14]=4)[C:10]=3[N:11]=2)[CH2:27][CH2:26]1, predict the reactants needed to synthesize it. The reactants are: Cl[C:2]1[CH:3]=[C:4]([C:20]([F:23])([F:22])[F:21])[C:5]2[CH:6]=[CH:7][C:8]3[N:9]([CH:12]=[C:13]([C:15]4[O:16][CH:17]=[N:18][N:19]=4)[N:14]=3)[C:10]=2[N:11]=1.[Br-].[CH:25]1([Zn+])[CH2:27][CH2:26]1. (7) Given the product [NH:22]1[C:23]2[C:19](=[CH:18][C:17]([C:2]3[O:1][CH:5]=[CH:4][N:3]=3)=[CH:25][CH:24]=2)[CH:20]=[CH:21]1, predict the reactants needed to synthesize it. The reactants are: [O:1]1[CH:5]=[CH:4][N:3]=[CH:2]1.[Li]CCCC.CCOCC.I[C:17]1[CH:18]=[C:19]2[C:23](=[CH:24][CH:25]=1)[NH:22][CH:21]=[CH:20]2.